From a dataset of Forward reaction prediction with 1.9M reactions from USPTO patents (1976-2016). Predict the product of the given reaction. Given the reactants [S:1]([C:5]1[CH:32]=[CH:31][C:8]([C:9]([NH:11][C:12]2[CH:17]=[C:16]([C:18]3[S:19][CH:20]=[CH:21][CH:22]=3)[CH:15]=[CH:14][C:13]=2[NH:23]C(=O)OC(C)(C)C)=[O:10])=[CH:7][CH:6]=1)(=[O:4])(=[O:3])[NH2:2].C(O)(C(F)(F)F)=O, predict the reaction product. The product is: [NH2:23][C:13]1[CH:14]=[CH:15][C:16]([C:18]2[S:19][CH:20]=[CH:21][CH:22]=2)=[CH:17][C:12]=1[NH:11][C:9](=[O:10])[C:8]1[CH:31]=[CH:32][C:5]([S:1](=[O:3])(=[O:4])[NH2:2])=[CH:6][CH:7]=1.